Predict the reactants needed to synthesize the given product. From a dataset of Retrosynthesis with 50K atom-mapped reactions and 10 reaction types from USPTO. (1) Given the product CCC(=O)N1CCC(CC(=O)Nc2ccc(-c3ccccc3)cc2)CC1, predict the reactants needed to synthesize it. The reactants are: CCC(=O)Cl.O=C(CC1CCNCC1)Nc1ccc(-c2ccccc2)cc1. (2) Given the product Nc1ccc(C(=C(CCCl)c2ccccc2)c2ccccc2)cc1, predict the reactants needed to synthesize it. The reactants are: Nc1ccc(C(=O)c2ccccc2)cc1.O=C(CCCl)c1ccccc1.